From a dataset of Catalyst prediction with 721,799 reactions and 888 catalyst types from USPTO. Predict which catalyst facilitates the given reaction. Reactant: C(OOC(=O)C1C=CC=CC=1)(=O)C1C=CC=CC=1.[Br:19][C:20]1[CH:25]=[CH:24][C:23]([CH3:26])=[CH:22][C:21]=1[Cl:27].[Br:28]N1C(=O)CCC1=O. Product: [Br:19][C:20]1[CH:25]=[CH:24][C:23]([CH2:26][Br:28])=[CH:22][C:21]=1[Cl:27]. The catalyst class is: 53.